Dataset: Forward reaction prediction with 1.9M reactions from USPTO patents (1976-2016). Task: Predict the product of the given reaction. (1) The product is: [OH:16][C:17]1[CH:24]=[CH:23][CH:22]=[C:21]([O:15][CH2:14][C:10]2[CH2:11][CH2:12][CH2:13][C:9]=2[C:8]2[C:3]([O:2][CH3:1])=[N:4][CH:5]=[CH:6][CH:7]=2)[C:18]=1[CH:19]=[O:20]. Given the reactants [CH3:1][O:2][C:3]1[C:8]([C:9]2[CH2:13][CH2:12][CH2:11][C:10]=2[CH2:14][OH:15])=[CH:7][CH:6]=[CH:5][N:4]=1.[OH:16][C:17]1[CH:24]=[CH:23][CH:22]=[C:21](O)[C:18]=1[CH:19]=[O:20].C1C=CC(P(C2C=CC=CC=2)C2C=CC=CC=2)=CC=1.CC(OC(/N=N/C(OC(C)C)=O)=O)C, predict the reaction product. (2) Given the reactants [CH3:1][O:2][C:3](=[O:26])[CH2:4][C@H:5]1[C:9]2[CH:10]=[CH:11][C:12]([O:14][C@H:15]3[C:23]4[C:18](=[C:19]([OH:25])[CH:20]=[CH:21][C:22]=4[F:24])[CH2:17][CH2:16]3)=[CH:13][C:8]=2[O:7][CH2:6]1.[CH3:27][N:28]1[C:36]2[C:31](=[CH:32][CH:33]=[C:34](B(O)O)[CH:35]=2)[CH:30]=[N:29]1, predict the reaction product. The product is: [CH3:1][O:2][C:3](=[O:26])[CH2:4][C@H:5]1[C:9]2[CH:10]=[CH:11][C:12]([O:14][C@H:15]3[C:23]4[C:18](=[C:19]([O:25][C:34]5[CH:35]=[C:36]6[C:31]([CH:30]=[N:29][N:28]6[CH3:27])=[CH:32][CH:33]=5)[CH:20]=[CH:21][C:22]=4[F:24])[CH2:17][CH2:16]3)=[CH:13][C:8]=2[O:7][CH2:6]1. (3) Given the reactants [CH2:1]([C:3]1[C:11]2[C:6](=[N:7][C:8]([CH3:27])=[C:9]([CH:19]([CH2:24][CH2:25][CH3:26])[C:20]([O:22]C)=[O:21])[C:10]=2[C:12]2[CH:17]=[CH:16][C:15]([CH3:18])=[CH:14][CH:13]=2)[S:5][C:4]=1[CH3:28])[CH3:2].[OH-].[Na+], predict the reaction product. The product is: [CH2:1]([C:3]1[C:11]2[C:6](=[N:7][C:8]([CH3:27])=[C:9]([CH:19]([CH2:24][CH2:25][CH3:26])[C:20]([OH:22])=[O:21])[C:10]=2[C:12]2[CH:17]=[CH:16][C:15]([CH3:18])=[CH:14][CH:13]=2)[S:5][C:4]=1[CH3:28])[CH3:2]. (4) Given the reactants [H-].[Na+].[CH3:3][CH:4]([CH3:7])[CH2:5][OH:6].[Br:8][C:9]1[N:13]2[CH:14]=[C:15]([C:21]3[CH:26]=[CH:25][C:24]([Cl:27])=[CH:23][C:22]=3[Cl:28])[C:16]([C:19]#[N:20])=[C:17](Cl)[C:12]2=[N:11][CH:10]=1, predict the reaction product. The product is: [Br:8][C:9]1[N:13]2[CH:14]=[C:15]([C:21]3[CH:26]=[CH:25][C:24]([Cl:27])=[CH:23][C:22]=3[Cl:28])[C:16]([C:19]#[N:20])=[C:17]([O:6][CH2:5][CH:4]([CH3:7])[CH3:3])[C:12]2=[N:11][CH:10]=1. (5) The product is: [CH3:1][O:2][NH:3][CH:4]([C:6]1[CH:26]=[CH:25][C:9]2[N:10]([C:13]3[CH:18]=[CH:17][CH:16]=[C:15]([C:19]4[CH:20]=[N:21][CH:22]=[CH:23][CH:24]=4)[CH:14]=3)[CH:11]=[N:12][C:8]=2[CH:7]=1)[CH3:5]. Given the reactants [CH3:1][O:2][N:3]=[C:4]([C:6]1[CH:26]=[CH:25][C:9]2[N:10]([C:13]3[CH:18]=[CH:17][CH:16]=[C:15]([C:19]4[CH:20]=[N:21][CH:22]=[CH:23][CH:24]=4)[CH:14]=3)[CH:11]=[N:12][C:8]=2[CH:7]=1)[CH3:5].C(O)(=O)C.Cl, predict the reaction product. (6) Given the reactants [Na].[NH:2]1[CH:6]=[CH:5][CH:4]=[N:3]1.Br[CH2:8][C:9]([O:11][CH2:12][CH3:13])=[O:10], predict the reaction product. The product is: [CH2:12]([O:11][C:9](=[O:10])[CH2:8][N:2]1[CH:6]=[CH:5][CH:4]=[N:3]1)[CH3:13]. (7) Given the reactants O[CH:2]([CH3:16])[C@@H:3]([NH:5][C:6](=[O:15])[O:7][CH2:8][C:9]1[CH:14]=[CH:13][CH:12]=[CH:11][CH:10]=1)[CH3:4].[C:17]1(=[O:27])[C:25]2[C:20](=[CH:21][CH:22]=[CH:23][CH:24]=2)[C:19](=[O:26])[NH:18]1.C1(P(C2C=CC=CC=2)C2C=CC=CC=2)C=CC=CC=1.N(/C(OC(C)(C)C)=O)=N\C(OC(C)(C)C)=O, predict the reaction product. The product is: [O:27]=[C:17]1[C:25]2[C:20](=[CH:21][CH:22]=[CH:23][CH:24]=2)[C:19](=[O:26])[N:18]1[CH:2]([CH3:16])[C@@H:3]([NH:5][C:6](=[O:15])[O:7][CH2:8][C:9]1[CH:14]=[CH:13][CH:12]=[CH:11][CH:10]=1)[CH3:4]. (8) The product is: [F:1][C:2]1[CH:3]=[CH:4][C:5]([O:18][CH3:19])=[C:6]([N:8]2[CH2:13][CH2:12][N:11]([CH2:14][CH2:15][CH2:16][NH2:17])[CH2:10][CH2:9]2)[CH:7]=1. Given the reactants [F:1][C:2]1[CH:3]=[CH:4][C:5]([O:18][CH3:19])=[C:6]([N:8]2[CH2:13][CH2:12][N:11]([CH2:14][CH2:15][C:16]#[N:17])[CH2:10][CH2:9]2)[CH:7]=1, predict the reaction product. (9) Given the reactants [N:1]1([C:7]2[N:15]=[C:14]([C:16]3[CH:17]=[C:18]([CH2:22][OH:23])[CH:19]=[CH:20][CH:21]=3)[N:13]=[C:12]3[C:8]=2[N:9]=[CH:10][N:11]3[CH:24]2[CH2:29][CH2:28][NH:27][CH2:26][CH2:25]2)[CH2:6][CH2:5][O:4][CH2:3][CH2:2]1.[BH3-]C#N.[Na+].[N:34]1[CH:39]=[CH:38][C:37]([C:40]2[CH:47]=[CH:46][C:43]([CH:44]=O)=[CH:42][CH:41]=2)=[CH:36][CH:35]=1, predict the reaction product. The product is: [N:1]1([C:7]2[N:15]=[C:14]([C:16]3[CH:17]=[C:18]([CH2:22][OH:23])[CH:19]=[CH:20][CH:21]=3)[N:13]=[C:12]3[C:8]=2[N:9]=[CH:10][N:11]3[CH:24]2[CH2:29][CH2:28][N:27]([CH2:44][C:43]3[CH:42]=[CH:41][C:40]([C:37]4[CH:38]=[CH:39][N:34]=[CH:35][CH:36]=4)=[CH:47][CH:46]=3)[CH2:26][CH2:25]2)[CH2:6][CH2:5][O:4][CH2:3][CH2:2]1.